Dataset: Catalyst prediction with 721,799 reactions and 888 catalyst types from USPTO. Task: Predict which catalyst facilitates the given reaction. (1) Reactant: [CH:1]([C:4]1[NH:8][N:7]=[C:6]([C:9]([NH2:11])=[O:10])[C:5]=1[N+:12]([O-])=O)([CH3:3])[CH3:2].CO. Product: [NH2:12][C:5]1[C:6]([C:9]([NH2:11])=[O:10])=[N:7][NH:8][C:4]=1[CH:1]([CH3:3])[CH3:2]. The catalyst class is: 769. (2) Reactant: C(OC([N:8]1[CH2:13][CH2:12][N:11]([S:14]([C:17]2[C:18]3[CH:19]=[CH:20][N:21]=[C:22]([Cl:29])[C:23]=3[C:24]([O:27][CH3:28])=[CH:25][CH:26]=2)(=[O:16])=[O:15])[CH2:10][CH2:9]1)=O)(C)(C)C.O1CCOCC1.Cl. Product: [ClH:29].[Cl:29][C:22]1[C:23]2[C:18](=[C:17]([S:14]([N:11]3[CH2:12][CH2:13][NH:8][CH2:9][CH2:10]3)(=[O:16])=[O:15])[CH:26]=[CH:25][C:24]=2[O:27][CH3:28])[CH:19]=[CH:20][N:21]=1. The catalyst class is: 13. (3) Reactant: Cl[C:2]1[C:7]2[CH:8]=[C:9]([S:11]([O-:13])=[O:12])[S:10][C:6]=2[CH:5]=[CH:4][N:3]=1.[Li+].[F:15][C:16]([F:30])([F:29])[C:17]1[CH:24]=[CH:23][C:22]([C:25]([F:28])([F:27])[F:26])=[CH:21][C:18]=1[CH2:19]Br.[C:31]([O:35][C:36]([N:38]1[CH2:43][CH2:42][NH:41][CH2:40][CH2:39]1)=[O:37])([CH3:34])([CH3:33])[CH3:32]. Product: [C:31]([O:35][C:36]([N:38]1[CH2:43][CH2:42][N:41]([C:2]2[C:7]3[CH:8]=[C:9]([S:11]([CH2:19][C:18]4[CH:21]=[C:22]([C:25]([F:28])([F:27])[F:26])[CH:23]=[CH:24][C:17]=4[C:16]([F:30])([F:29])[F:15])(=[O:13])=[O:12])[S:10][C:6]=3[CH:5]=[CH:4][N:3]=2)[CH2:40][CH2:39]1)=[O:37])([CH3:34])([CH3:32])[CH3:33]. The catalyst class is: 10. (4) Reactant: [NH2:1][C:2]1[CH:7]=[C:6]([Cl:8])[CH:5]=[CH:4][C:3]=1[C:9]([N:11]1[CH2:16][CH2:15][O:14][CH2:13][CH2:12]1)=[O:10].[Cl:17][C:18]1[CH:23]=[CH:22][C:21]([S:24](Cl)(=[O:26])=[O:25])=[CH:20][C:19]=1[C:28]([F:31])([F:30])[F:29]. Product: [Cl:17][C:18]1[CH:23]=[CH:22][C:21]([S:24]([NH:1][C:2]2[CH:7]=[C:6]([Cl:8])[CH:5]=[CH:4][C:3]=2[C:9]([N:11]2[CH2:12][CH2:13][O:14][CH2:15][CH2:16]2)=[O:10])(=[O:25])=[O:26])=[CH:20][C:19]=1[C:28]([F:31])([F:29])[F:30]. The catalyst class is: 300. (5) Reactant: [CH:1]1([N:4]2[C:13]3[C:8](=[CH:9][C:10]([F:16])=[C:11]([F:15])[C:12]=3[OH:14])[C:7](=[O:17])[C:6]([C:18]([O:20][CH2:21][CH3:22])=[O:19])=[CH:5]2)[CH2:3][CH2:2]1.I[CH:24]([CH3:26])[CH3:25].C([O-])([O-])=O.[K+].[K+]. Product: [CH:1]1([N:4]2[C:13]3[C:8](=[CH:9][C:10]([F:16])=[C:11]([F:15])[C:12]=3[O:14][CH:24]([CH3:26])[CH3:25])[C:7](=[O:17])[C:6]([C:18]([O:20][CH2:21][CH3:22])=[O:19])=[CH:5]2)[CH2:2][CH2:3]1. The catalyst class is: 3. (6) Reactant: [CH3:1][O:2][C:3]([C:5]1[S:6][C:7]([C:18]#[C:19][C:20]([CH3:23])([CH3:22])[CH3:21])=[CH:8][C:9]=1[NH:10]C(OC(C)(C)C)=O)=[O:4].FC(F)(F)C(O)=O. Product: [CH3:1][O:2][C:3]([C:5]1[S:6][C:7]([C:18]#[C:19][C:20]([CH3:23])([CH3:22])[CH3:21])=[CH:8][C:9]=1[NH2:10])=[O:4]. The catalyst class is: 4. (7) Reactant: O.ON1[C:7]2[CH:8]=[CH:9][CH:10]=[CH:11][C:6]=2N=N1.C(N(C(C)C)[CH:15]([CH3:17])[CH3:16])C.Cl.CN(C)CCCN=C=NCC. Product: [CH2:16]1[C:7]2[C:6](=[CH:11][CH:10]=[CH:9][CH:8]=2)[CH2:17][CH2:15]1. The catalyst class is: 2. (8) Reactant: C(S)CCCCC.CC(C)([O-])C.[K+].[CH3:14][C:15]([C:18]1[CH:19]=[CH:20][C:21]([C:24]([CH2:26][C:27]([C:29]2[CH:30]=[CH:31][C:32]([O:35]C)=[CH:33][CH:34]=2)=[O:28])=[O:25])=[CH:22][CH:23]=1)([CH3:17])[CH3:16].Cl. Product: [C:15]([C:18]1[CH:23]=[CH:22][C:21]([C:24](=[O:25])[CH2:26][C:27]([C:29]2[CH:34]=[CH:33][C:32]([OH:35])=[CH:31][CH:30]=2)=[O:28])=[CH:20][CH:19]=1)([CH3:17])([CH3:14])[CH3:16]. The catalyst class is: 9.